Dataset: Forward reaction prediction with 1.9M reactions from USPTO patents (1976-2016). Task: Predict the product of the given reaction. (1) Given the reactants [CH2:1]([N:8]1[C:13](=[O:14])[C:12]([CH2:15][C:16]2[CH:21]=[CH:20][C:19]([C:22]3[C:23]([C:28]#[N:29])=[CH:24][CH:25]=[CH:26][CH:27]=3)=[CH:18][CH:17]=2)=[C:11]([CH2:30][CH2:31][CH2:32][CH3:33])[N:10]=[C:9]1[CH2:34]O)[C:2]1[CH:7]=[CH:6][CH:5]=[CH:4][CH:3]=1.COCCN(S(F)(F)[F:46])CCOC.C(=O)([O-])O.[Na+], predict the reaction product. The product is: [CH2:1]([N:8]1[C:13](=[O:14])[C:12]([CH2:15][C:16]2[CH:21]=[CH:20][C:19]([C:22]3[C:23]([C:28]#[N:29])=[CH:24][CH:25]=[CH:26][CH:27]=3)=[CH:18][CH:17]=2)=[C:11]([CH2:30][CH2:31][CH2:32][CH3:33])[N:10]=[C:9]1[CH2:34][F:46])[C:2]1[CH:7]=[CH:6][CH:5]=[CH:4][CH:3]=1. (2) Given the reactants [NH2:1][C@H:2]1[C:11]2[C:6](=[CH:7][CH:8]=[CH:9][CH:10]=2)[N:5]([C:12](=[O:14])[CH3:13])[C@@H:4]([CH3:15])[C@@H:3]1[CH3:16].Cl[C:18]1[N:23]=[CH:22][CH:21]=[CH:20][N:19]=1.CC(C)([O-])C.[Na+].CN(C1C(C2C(P(C3CCCCC3)C3CCCCC3)=CC=CC=2)=CC=CC=1)C, predict the reaction product. The product is: [CH3:15][C@H:4]1[C@H:3]([CH3:16])[C@@H:2]([NH:1][C:18]2[N:23]=[CH:22][CH:21]=[CH:20][N:19]=2)[C:11]2[C:6](=[CH:7][CH:8]=[CH:9][CH:10]=2)[N:5]1[C:12](=[O:14])[CH3:13]. (3) Given the reactants ClC1C=C(C=CC=1Cl)O[CH:6]1[CH2:11][CH2:10][N:9]([S:12]([C:15]2[C:16]([CH3:22])=[N:17][N:18](C)[C:19]=2[CH3:20])(=[O:14])=[O:13])[CH2:8][CH2:7]1.ClC1C=C(C=CC=1Cl)NCC1CCN(S(C2C(C)=NN(C)C=2C)(=O)=O)CC1.Cl.[Cl:55][C:56]1[CH:68]=[CH:67][C:59]([CH2:60]C2CCNCC2)=[CH:58][C:57]=1[F:69], predict the reaction product. The product is: [Cl:55][C:56]1[CH:68]=[CH:67][C:59]([CH2:60][CH:6]2[CH2:7][CH2:8][N:9]([S:12]([C:15]3[C:19]([CH3:20])=[N:18][NH:17][C:16]=3[CH3:22])(=[O:13])=[O:14])[CH2:10][CH2:11]2)=[CH:58][C:57]=1[F:69]. (4) Given the reactants [CH:1]1[C:13]2[NH:12][C:11]3[C:6](=[CH:7][CH:8]=[CH:9][CH:10]=3)[C:5]=2[CH:4]=[CH:3][CH:2]=1.[H-].[Na+].Br[CH2:17][CH2:18][CH2:19][CH2:20][C:21]([O:23][CH2:24]C)=[O:22], predict the reaction product. The product is: [CH3:24][O:23][C:21](=[O:22])[CH2:20][CH2:19][CH2:18][CH2:17][N:12]1[C:11]2[CH:10]=[CH:9][CH:8]=[CH:7][C:6]=2[C:5]2[C:13]1=[CH:1][CH:2]=[CH:3][CH:4]=2. (5) Given the reactants [CH2:1]([C:3]1[CH:4]=[C:5]([C:11]2[CH:12]=[C:13]3[C:17](=[CH:18][CH:19]=2)[C:16](=[O:20])[CH2:15][CH2:14]3)[CH:6]=[CH:7][C:8]=1[O:9][CH3:10])[CH3:2].[Li+].CC([N-]C(C)C)C.Br[CH2:30][C:31]([O:33][CH2:34][CH3:35])=[O:32], predict the reaction product. The product is: [CH2:34]([O:33][C:31](=[O:32])[CH2:30][CH:15]1[CH2:14][C:13]2[C:17](=[CH:18][CH:19]=[C:11]([C:5]3[CH:6]=[CH:7][C:8]([O:9][CH3:10])=[C:3]([CH2:1][CH3:2])[CH:4]=3)[CH:12]=2)[C:16]1=[O:20])[CH3:35].